Dataset: Catalyst prediction with 721,799 reactions and 888 catalyst types from USPTO. Task: Predict which catalyst facilitates the given reaction. (1) Reactant: FC(F)(F)C(O)=O.[Cl:8][C:9]1[CH:14]=[CH:13][C:12]([N:15]2[CH2:20][CH2:19][N:18](C(OC(C)(C)C)=O)[CH2:17][CH2:16]2)=[CH:11][CH:10]=1.C(=O)(O)[O-].[Na+]. Product: [Cl:8][C:9]1[CH:10]=[CH:11][C:12]([N:15]2[CH2:20][CH2:19][NH:18][CH2:17][CH2:16]2)=[CH:13][CH:14]=1. The catalyst class is: 4. (2) Reactant: [C:1]1([CH2:7][C:8]([C:10]2[CH:15]=[CH:14][C:13]([CH3:16])=[CH:12][CH:11]=2)=O)[CH:6]=[CH:5][CH:4]=[CH:3][CH:2]=1.[Li+].C[Si]([N-][Si](C)(C)C)(C)C.[N:27]1(C(=O)CC=C)[C:31]2C=C[CH:34]=[CH:35][C:30]=2N=[N:28]1.O.NN. The catalyst class is: 242. Product: [CH2:30]([C:31]1[NH:27][N:28]=[C:8]([C:10]2[CH:15]=[CH:14][C:13]([CH3:16])=[CH:12][CH:11]=2)[C:7]=1[C:1]1[CH:6]=[CH:5][CH:4]=[CH:3][CH:2]=1)[CH:35]=[CH2:34]. (3) Product: [NH2:1][CH2:4][C:5]1[CH:6]=[CH:7][C:8]([C:11]([CH3:17])([CH3:16])[C:12]([O:14][CH3:15])=[O:13])=[CH:9][CH:10]=1. The catalyst class is: 6. Reactant: [N:1]([CH2:4][C:5]1[CH:10]=[CH:9][C:8]([C:11]([CH3:17])([CH3:16])[C:12]([O:14][CH3:15])=[O:13])=[CH:7][CH:6]=1)=[N+]=[N-].C1(P(C2C=CC=CC=2)C2C=CC=CC=2)C=CC=CC=1.O1CCCC1. (4) Reactant: C[Si](OS(C(F)(F)F)(=O)=O)(C)C.[CH2:13]([O:15][P:16]([O-:20])[O:17][CH2:18][CH3:19])[CH3:14].[C:21]1(=[O:27])[CH2:26][CH2:25][CH2:24][CH:23]=[CH:22]1.Cl. Product: [CH2:13]([O:15][P:16]([CH:23]1[CH2:24][CH2:25][CH2:26][C:21](=[O:27])[CH2:22]1)(=[O:20])[O:17][CH2:18][CH3:19])[CH3:14]. The catalyst class is: 4. (5) Reactant: [Br:1][C:2]1[CH:3]=[C:4]([O:12][C:13]2[CH:18]=[CH:17][C:16]([F:19])=[CH:15][CH:14]=2)[C:5]([NH:8][C:9]([NH2:11])=[S:10])=[N:6][CH:7]=1.Cl[CH2:21][C:22](=O)[CH2:23][N:24]1[CH2:29][CH2:28][N:27]([C:30]([O:32][C:33]([CH3:36])([CH3:35])[CH3:34])=[O:31])[CH2:26][C:25]1=[O:37].CCN(C(C)C)C(C)C. Product: [Br:1][C:2]1[CH:3]=[C:4]([O:12][C:13]2[CH:18]=[CH:17][C:16]([F:19])=[CH:15][CH:14]=2)[C:5]([NH:8][C:9]2[S:10][CH:21]=[C:22]([CH2:23][N:24]3[CH2:29][CH2:28][N:27]([C:30]([O:32][C:33]([CH3:35])([CH3:34])[CH3:36])=[O:31])[CH2:26][C:25]3=[O:37])[N:11]=2)=[N:6][CH:7]=1. The catalyst class is: 162. (6) Reactant: [Br:1][C:2]1[CH:7]=[CH:6][C:5]([N:8]2[CH2:13][CH2:12][N:11]([C:14](=[O:21])[CH2:15][C:16]([O:18]CC)=[O:17])[CH2:10][CH2:9]2)=[C:4]([C:22]([CH3:25])([CH3:24])[CH3:23])[CH:3]=1.[OH-].[Li+].Cl. Product: [Br:1][C:2]1[CH:7]=[CH:6][C:5]([N:8]2[CH2:13][CH2:12][N:11]([C:14](=[O:21])[CH2:15][C:16]([OH:18])=[O:17])[CH2:10][CH2:9]2)=[C:4]([C:22]([CH3:25])([CH3:24])[CH3:23])[CH:3]=1. The catalyst class is: 1. (7) Reactant: [CH2:1]([N:5]([CH2:16][CH2:17][CH2:18][CH3:19])[CH2:6][CH2:7][CH2:8][O:9][C:10]1[CH:15]=[CH:14][CH:13]=[CH:12][CH:11]=1)[CH2:2][CH2:3][CH3:4].[ClH:20]. Product: [ClH:20].[CH2:16]([N:5]([CH2:1][CH2:2][CH2:3][CH3:4])[CH2:6][CH2:7][CH2:8][O:9][C:10]1[CH:11]=[CH:12][CH:13]=[CH:14][CH:15]=1)[CH2:17][CH2:18][CH3:19]. The catalyst class is: 26. (8) Reactant: C([O:8][CH2:9][C@@H:10]([CH3:28])[O:11][C:12]1[CH:13]=[C:14]([N:18]2[C:22]([NH2:23])=[CH:21][C:20]([C:24]([CH3:27])([CH3:26])[CH3:25])=[N:19]2)[CH:15]=[CH:16][CH:17]=1)C1C=CC=CC=1.O.C([O-])=O.[NH4+]. Product: [NH2:23][C:22]1[N:18]([C:14]2[CH:13]=[C:12]([CH:17]=[CH:16][CH:15]=2)[O:11][C@H:10]([CH3:28])[CH2:9][OH:8])[N:19]=[C:20]([C:24]([CH3:25])([CH3:27])[CH3:26])[CH:21]=1. The catalyst class is: 29.